From a dataset of Experimentally validated miRNA-target interactions with 360,000+ pairs, plus equal number of negative samples. Binary Classification. Given a miRNA mature sequence and a target amino acid sequence, predict their likelihood of interaction. (1) The protein sequence of the target gene is MESLMASSTLPPLFADEDGSKESNDLATSGLTHPEGPYGSAATSTTNPEFVEDLSQGQLLQSEASNAVEGNEQRPEDEQRSKRGGWSKGRKRKKPLRDSNAPKSPLTGYVRFMNERREQLRAKRPEVPFPEITRMLGNEWSKLPPEEKQRYLDEADRDKERYMKELEQYQKTEAYKVFSRKTQDRQKGKSHRQDAARQATHDHEKETEVKERSVFDIPIFTEEFLNHSKAREAELRQLRKSNMEFEERNAALQKHVESMRTAVEKLEVDVIQERSRNTVLQQHLETLRQMLTSSFASMPL.... Result: 0 (no interaction). The miRNA is hsa-miR-451b with sequence UAGCAAGAGAACCAUUACCAUU. (2) The miRNA is hsa-miR-6873-3p with sequence UUCUCUCUGUCUUUCUCUCUCAG. The protein sequence of the target gene is MAARWSSENVVVEFRDSQATAMSVDCLGQHAVLSGRRFLYIVNLDAPFEGHRKISRQSKWDIGAVQWNPHDSFAHYFAASSNQRVDLYKWKDGSGEVGTTLQGHTRVISDLDWAVFEPDLLVTSSVDTYIYIWDIKDTRKPTVALSAVAGASQVKWNKKNANCLATSHDGDVRIWDKRKPSTAVEYLAAHLSKIHGLDWHPDSEHILATSSQDNSVKFWDYRQPRKYLNILPCQVPVWKARYTPFSNGLVTVMVPQLRRENSLLLWNVFDLNTPVHTFVGHDDVVLEFQWRKQKEGSKDY.... Result: 1 (interaction). (3) The miRNA is hsa-miR-6088 with sequence AGAGAUGAAGCGGGGGGGCG. The protein sequence of the target gene is MGTSHQVFLVLSCLLTGPGLISCQLLLPSILPNENEKIVQLNSSFSLRCVGESEVSWQHPMSEEDDPNVEIRSEENNSGLFVTVLEVVNASAAHTGWYTCYYNHTQTDESEIEGRHIYIYVPDPDMAFVPLGMTDSLVIVEEDDSAIIPCRTTDPETQVTLHNNGRLVPASYDSRQGFNGTFSVGPYICEATVKGRTFKTSEFNVYALKATSELNLEMDARQTVYKAGETIVVTCAVFNNEVVDLQWTYPGEVRNKGITMLEEIKLPSIKLVYTLTVPKATVKDSGEYECAARQATKEVK.... Result: 0 (no interaction). (4) The miRNA is rno-miR-27a-5p with sequence AGGGCUUAGCUGCUUGUGAGCA. The protein sequence of the target gene is MEKPRGVRCTNGFSERELPRPGASPPAEKSRPPEAKGAQPADAWKAGRHRSEEENQVNLPKLAAAYSSILLSLGEDPQRQGLLKTPWRAATAMQYFTKGYQETISDVLNDAIFDEDHDEMVIVKDIDMFSMCEHHLVPFVGRVHIGYLPNKQVLGLSKLARIVEIYSRRLQVQERLTKQIAVAITEALQPAGVGVVIEATHMCMVMRGVQKMNSKTVTSTMLGVFREDPKTREEFLTLIRS. Result: 0 (no interaction). (5) The miRNA is hsa-miR-6858-5p with sequence GUGAGGAGGGGCUGGCAGGGAC. The protein sequence of the target gene is MSGRGKQGGKVRAKAKSRSSRAGLQFPVGRVHRLLRKGNYAERVGAGAPVYLAAVLEYLTAEILELAGNAARDNKKTRIIPRHLQLAIRNDEELNKLLGKVTIAQGGVLPNIQAVLLPKKTESQKTKSK. Result: 0 (no interaction). (6) The miRNA is hsa-miR-3692-5p with sequence CCUGCUGGUCAGGAGUGGAUACUG. The protein sequence of the target gene is MDFVRLARLFARARPMGLFILQHLDPCRARWAGGREGLMRPMWAPFSSSSSQLPLGQERQENTGSLGSDPSHSNSTATQEEDEEEEESFGTLSDKYSSRRLFRKSAAQFHNLRFGERRDEQMEPEPKLWRGRRNTPYWYFLQCKHLIKEGKLVEALDLFERQMLKEERLQPMESNYTVLIGGCGRVGYLKKAFNLYNQMKKRDLEPSDATYTALFNVCAESPWKDSALQSALKLRQQLQAKNFELNLKTYHALLKMAAKCADLRMCLDVFKEIIHKGHVVTEETFSFLLMGCIQDKKTGF.... Result: 1 (interaction). (7) The miRNA is hsa-miR-181b-2-3p with sequence CUCACUGAUCAAUGAAUGCA. The protein sequence of the target gene is MASPPRHGPPGPASGDGPNLNNNNNNNNHSVRKCGYLRKQKHGHKRFFVLRGPGAGGDEATAGGGSAPQPPRLEYYESEKKWRSKAGAPKRVIALDCCLNINKRADAKHKYLIALYTKDEYFAVAAENEQEQEGWYRALTDLVSEGRAAAGDAPPAAAPAASCSASLPGALGGSAGAAGAEDSYGLVAPATAAYREVWQVNLKPKGLGQSKNLTGVYRLCLSARTIGFVKLNCEQPSVTLQLMNIRRCGHSDSFFFIEVGRSAVTGPGELWMQADDSVVAQNIHETILEAMKALKELFEF.... Result: 0 (no interaction).